This data is from Catalyst prediction with 721,799 reactions and 888 catalyst types from USPTO. The task is: Predict which catalyst facilitates the given reaction. (1) The catalyst class is: 83. Reactant: [OH:1][CH2:2][CH:3]([CH3:28])[CH2:4][O:5][C:6]1[CH:11]=[CH:10][C:9]([C:12]2[S:13][C:14]([C:18]([O:20]CC)=[O:19])=[C:15]([CH3:17])[N:16]=2)=[CH:8][C:7]=1[N:23]1[CH:27]=[N:26][N:25]=[N:24]1.[OH-].[Na+].Cl.O. Product: [OH:1][CH2:2][CH:3]([CH3:28])[CH2:4][O:5][C:6]1[CH:11]=[CH:10][C:9]([C:12]2[S:13][C:14]([C:18]([OH:20])=[O:19])=[C:15]([CH3:17])[N:16]=2)=[CH:8][C:7]=1[N:23]1[CH:27]=[N:26][N:25]=[N:24]1. (2) Reactant: [F:1][C:2]1[CH:7]=[CH:6][C:5]([C:8]2[C:9](=[O:19])[C:10]([C:14]([O:16][CH2:17][CH3:18])=[O:15])=[CH:11][NH:12][CH:13]=2)=[CH:4][CH:3]=1.I[CH3:21]. Product: [F:1][C:2]1[CH:3]=[CH:4][C:5]([C:8]2[C:9](=[O:19])[C:10]([C:14]([O:16][CH2:17][CH3:18])=[O:15])=[CH:11][N:12]([CH3:21])[CH:13]=2)=[CH:6][CH:7]=1. The catalyst class is: 250. (3) Reactant: [C:1]([C:3]1[CH:4]=[CH:5][C:6]([NH:9][C:10]([C:12]2([OH:25])[CH2:17][CH2:16][N:15]([C:18](OC(C)(C)C)=O)[CH2:14][CH2:13]2)=[O:11])=[N:7][CH:8]=1)#[N:2].C(O)(C(F)(F)F)=O.CCN(C(C)C)C(C)C.[CH3:42][C:43]1[C:51]([C@@H:52]2C[O:53]2)=[CH:50][CH:49]=[C:48]2[C:44]=1[CH2:45][O:46][C:47]2=[O:55]. Product: [C:1]([C:3]1[CH:4]=[CH:5][C:6]([NH:9][C:10]([C:12]2([OH:25])[CH2:13][CH2:14][N:15]([CH2:18][C@H:52]([OH:53])[C:51]3[C:43]([CH3:42])=[C:44]4[C:48](=[CH:49][CH:50]=3)[C:47](=[O:55])[O:46][CH2:45]4)[CH2:16][CH2:17]2)=[O:11])=[N:7][CH:8]=1)#[N:2]. The catalyst class is: 2.